Predict the reaction yield, written as a fraction of the theoretical maximum amount of product (1.0 means a 100% yield; for example, 0.34 means a 34% yield). From a dataset of Reaction yield outcomes from USPTO patents with 853,638 reactions. (1) The reactants are [Si:1]([O:8][C@@H:9]1[C@H:13]([CH2:14][O:15][Si:16]([C:19]([CH3:22])([CH3:21])[CH3:20])([CH3:18])[CH3:17])[CH2:12][C@@H:11]([OH:23])[CH2:10]1)([C:4]([CH3:7])([CH3:6])[CH3:5])([CH3:3])[CH3:2].CN(C=O)C.[H-].[Na+].[Cl:31][C:32]1[CH:37]=[C:36]([N+]([O-])=O)[CH:35]=[CH:34][N:33]=1. No catalyst specified. The product is [Si:1]([O:8][C@@H:9]1[C@H:13]([CH2:14][O:15][Si:16]([C:19]([CH3:22])([CH3:21])[CH3:20])([CH3:17])[CH3:18])[CH2:12][C@@H:11]([O:23][C:36]2[CH:35]=[CH:34][N:33]=[C:32]([Cl:31])[CH:37]=2)[CH2:10]1)([C:4]([CH3:7])([CH3:6])[CH3:5])([CH3:3])[CH3:2]. The yield is 0.830. (2) The reactants are [Br:1][C:2]1[CH:3]=[CH:4][C:5]([F:11])=[C:6]2[C:10]=1[NH:9][CH:8]=[CH:7]2.[F:12][C:13]([F:24])([F:23])[C:14](O[C:14](=[O:15])[C:13]([F:24])([F:23])[F:12])=[O:15]. The yield is 0.600. The product is [Br:1][C:2]1[CH:3]=[CH:4][C:5]([F:11])=[C:6]2[C:10]=1[NH:9][CH:8]=[C:7]2[C:14](=[O:15])[C:13]([F:24])([F:23])[F:12]. The catalyst is CN(C=O)C.O. (3) The reactants are [O:1]=[C:2]1[N:6]([CH2:7][O:8][CH2:9][CH2:10][Si:11]([CH3:14])([CH3:13])[CH3:12])[C:5]2[CH:15]=[CH:16][C:17]([CH:19]([C:21]3[CH:25]=[CH:24][N:23]([C:26]4[N:31]=[CH:30][C:29]([CH:32]([O:34][CH2:35][C:36]([OH:38])=O)[CH3:33])=[CH:28][CH:27]=4)[N:22]=3)[CH3:20])=[CH:18][C:4]=2[S:3]1.Cl.CN(C)CCCN=C=NCC.Cl.[CH3:52][NH:53][O:54][CH3:55].N1C=CC=CC=1. The catalyst is ClCCl.C(=O)(O)[O-].[Na+].[Cl-].[Na+].O. The product is [CH3:55][O:54][N:53]([CH3:52])[C:36](=[O:38])[CH2:35][O:34][CH:32]([C:29]1[CH:30]=[N:31][C:26]([N:23]2[CH:24]=[CH:25][C:21]([CH:19]([C:17]3[CH:16]=[CH:15][C:5]4[N:6]([CH2:7][O:8][CH2:9][CH2:10][Si:11]([CH3:13])([CH3:14])[CH3:12])[C:2](=[O:1])[S:3][C:4]=4[CH:18]=3)[CH3:20])=[N:22]2)=[CH:27][CH:28]=1)[CH3:33]. The yield is 1.85. (4) The reactants are [NH2:1][C:2]1[CH:7]=[CH:6][CH:5]=[CH:4][CH:3]=1.[Li].[CH2:9](I)[CH3:10].[NH4+].[Cl-]. The catalyst is CN1C(=O)N(C)CCC1.C1COCC1.COC(C)(C)C. The product is [CH2:9]([NH:1][C:2]1[CH:7]=[CH:6][CH:5]=[CH:4][CH:3]=1)[CH3:10]. The yield is 0.870. (5) The reactants are [CH3:1][N:2]([CH3:33])[C:3]1([C:27]2[CH:32]=[CH:31][CH:30]=[CH:29][CH:28]=2)[CH2:8][CH2:7][C:6](=[CH:9][C:10]([N:12]2[CH2:17][CH2:16][CH2:15][CH:14]([C:18]3[C:26]4[C:21](=[CH:22][CH:23]=[CH:24][CH:25]=4)[NH:20][CH:19]=3)[CH2:13]2)=[O:11])[CH2:5][CH2:4]1. The catalyst is [Pd].CO. The product is [CH3:33][N:2]([CH3:1])[C:3]1([C:27]2[CH:28]=[CH:29][CH:30]=[CH:31][CH:32]=2)[CH2:8][CH2:7][CH:6]([CH2:9][C:10]([N:12]2[CH2:17][CH2:16][CH2:15][CH:14]([C:18]3[C:26]4[C:21](=[CH:22][CH:23]=[CH:24][CH:25]=4)[NH:20][CH:19]=3)[CH2:13]2)=[O:11])[CH2:5][CH2:4]1. The yield is 0.300. (6) The reactants are C1(C2OC(C)=C(COC3C=CC(CO[C:20]4[C:24]([CH:25]=O)=[CH:23][N:22]([C:27]5[CH:32]=[CH:31][CH:30]=[CH:29][CH:28]=5)[N:21]=4)=CC=3)N=2)C=CC=CC=1.Cl.NO.[N:39]1C=CC=CC=1.C(O)C. The catalyst is O. The product is [C:27]1([N:22]2[CH:23]=[C:24]([C:25]#[N:39])[CH:20]=[N:21]2)[CH:32]=[CH:31][CH:30]=[CH:29][CH:28]=1. The yield is 0.510.